Task: Predict the reactants needed to synthesize the given product.. Dataset: Full USPTO retrosynthesis dataset with 1.9M reactions from patents (1976-2016) (1) Given the product [CH3:19][C:18]1[N:17]=[C:12]2[CH:13]=[CH:14][CH:15]=[C:16]3[N:11]2[C:10]=1[C:9](=[O:20])[N:8]3[CH2:7][CH2:6][CH2:5][CH2:4][CH2:3][CH2:2][NH:1][S:31]([CH2:30][C:29]([F:36])([F:35])[F:28])(=[O:33])=[O:32], predict the reactants needed to synthesize it. The reactants are: [NH2:1][CH2:2][CH2:3][CH2:4][CH2:5][CH2:6][CH2:7][N:8]1[C:16]2[N:11]3[C:12](=[N:17][C:18]([CH3:19])=[C:10]3[C:9]1=[O:20])[CH:13]=[CH:14][CH:15]=2.C(N(CC)CC)C.[F:28][C:29]([F:36])([F:35])[CH2:30][S:31](Cl)(=[O:33])=[O:32]. (2) Given the product [CH2:19]([O:14][CH:13]([C:1]1[C:10]2[C:5](=[CH:6][CH:7]=[CH:8][CH:9]=2)[CH:4]=[CH:3][C:2]=1[OH:11])[C:12]([O:16][CH2:17][CH3:18])=[O:15])[CH3:20], predict the reactants needed to synthesize it. The reactants are: [CH:1]1[C:10]2[C:5](=[CH:6][CH:7]=[CH:8][CH:9]=2)[CH:4]=[CH:3][C:2]=1[OH:11].[C:12]([O:16][CH2:17][CH3:18])(=[O:15])[CH:13]=[O:14].[C:19]1(C)C=CC=C[CH:20]=1. (3) The reactants are: [CH3:1][O:2][C:3]([C:5]1[C@H:11]([CH3:12])[CH2:10][N:9]([C:13]([O:15][C:16]([CH3:19])([CH3:18])[CH3:17])=[O:14])[C:8]2[CH:20]=[CH:21][CH:22]=[CH:23][C:7]=2[CH:6]=1)=[O:4].[H][H]. Given the product [CH3:1][O:2][C:3]([CH:5]1[C@H:11]([CH3:12])[CH2:10][N:9]([C:13]([O:15][C:16]([CH3:19])([CH3:17])[CH3:18])=[O:14])[C:8]2[CH:20]=[CH:21][CH:22]=[CH:23][C:7]=2[CH2:6]1)=[O:4], predict the reactants needed to synthesize it. (4) Given the product [NH2:1][C:2]1[C:3]([C:4]#[N:5])=[C:6]([C:17]2[CH:18]=[C:19]([CH:20]=[CH:21][CH:22]=2)[C:23]([O-:25])=[O:24])[CH:7]=[C:8]([C:10]2[CH:15]=[CH:14][CH:13]=[CH:12][C:11]=2[OH:16])[N:9]=1.[Na+:27], predict the reactants needed to synthesize it. The reactants are: [NH2:1][C:2]1[N:9]=[C:8]([C:10]2[CH:15]=[CH:14][CH:13]=[CH:12][C:11]=2[OH:16])[CH:7]=[C:6]([C:17]2[CH:22]=[CH:21][CH:20]=[C:19]([C:23]([OH:25])=[O:24])[CH:18]=2)[C:3]=1[C:4]#[N:5].[OH-].[Na+:27]. (5) Given the product [S:12]1[CH2:13][CH:11]=[CH:10][CH:9]1[CH2:8][CH2:7][CH2:6][CH2:5][C:4]([O:3][CH2:1][CH3:2])=[O:14], predict the reactants needed to synthesize it. The reactants are: [CH2:1]([O:3][C:4](=[O:14])[CH2:5][CH2:6][CH2:7][CH2:8]/[CH:9]=[CH:10]/[CH:11]1[CH2:13][S:12]1)[CH3:2].S1CC1. (6) The reactants are: [C:1](Cl)(=[O:5])[O:2][CH2:3][CH3:4].[F:7][C:8]1[CH:13]=[CH:12][C:11]([C:14]2[S:18][C:17]([S:19]([N:22]3[CH2:27][CH2:26][NH:25][CH2:24][C@@H:23]3[C:28]([NH:30][O:31][CH:32]3[CH2:37][CH2:36][CH2:35][CH2:34][O:33]3)=[O:29])(=[O:21])=[O:20])=[CH:16][CH:15]=2)=[CH:10][CH:9]=1.C(N(CC)CC)C. Given the product [CH2:3]([O:2][C:1]([N:25]1[CH2:26][CH2:27][N:22]([S:19]([C:17]2[S:18][C:14]([C:11]3[CH:12]=[CH:13][C:8]([F:7])=[CH:9][CH:10]=3)=[CH:15][CH:16]=2)(=[O:21])=[O:20])[C@@H:23]([C:28]([NH:30][O:31][CH:32]2[CH2:37][CH2:36][CH2:35][CH2:34][O:33]2)=[O:29])[CH2:24]1)=[O:5])[CH3:4], predict the reactants needed to synthesize it.